Dataset: Full USPTO retrosynthesis dataset with 1.9M reactions from patents (1976-2016). Task: Predict the reactants needed to synthesize the given product. Given the product [CH3:1][N:2]([CH3:19])[C@H:3]1[CH2:7][CH2:6][C@H:5]([C:8]2[C:16]3[C:11](=[CH:12][CH:13]=[C:14]([C:17]#[N:18])[CH:15]=3)[NH:10][CH:9]=2)[CH2:4]1, predict the reactants needed to synthesize it. The reactants are: [CH3:1][N:2]([CH3:19])[CH:3]1[CH2:7][CH2:6][C@H:5]([C:8]2[C:16]3[C:11](=[CH:12][CH:13]=[C:14]([C:17]#[N:18])[CH:15]=3)[NH:10][CH:9]=2)[CH2:4]1.C(O)C.CCCCCC.